Dataset: Forward reaction prediction with 1.9M reactions from USPTO patents (1976-2016). Task: Predict the product of the given reaction. (1) Given the reactants [OH-:1].[Na+].BrBr.[Cl:5][C:6]1[C:11]([Cl:12])=[C:10]([Cl:13])[CH:9]=[CH:8][C:7]=1[C:14](=[O:16])C.Cl, predict the reaction product. The product is: [Cl:5][C:6]1[C:11]([Cl:12])=[C:10]([Cl:13])[CH:9]=[CH:8][C:7]=1[C:14]([OH:16])=[O:1]. (2) Given the reactants [CH:1]1([C:4]2[CH:5]=[C:6]([CH:10]3OCC[O:11]3)[CH:7]=[CH:8][CH:9]=2)[CH2:3][CH2:2]1.Cl, predict the reaction product. The product is: [CH:1]1([C:4]2[CH:5]=[C:6]([CH:7]=[CH:8][CH:9]=2)[CH:10]=[O:11])[CH2:2][CH2:3]1.